Dataset: Forward reaction prediction with 1.9M reactions from USPTO patents (1976-2016). Task: Predict the product of the given reaction. (1) Given the reactants [Cl-].O[NH3+:3].[C:4](=[O:7])([O-])[OH:5].[Na+].CS(C)=O.[CH3:13][C:14]1[N:15]([C:39]2[CH:44]=[CH:43][C:42]([O:45][C:46]3[CH:51]=[CH:50][CH:49]=[CH:48][CH:47]=3)=[CH:41][CH:40]=2)[C:16](=[O:38])[C:17]([CH2:23][C:24]2[CH:29]=[CH:28][C:27]([C:30]3[C:31]([C:36]#[N:37])=[CH:32][CH:33]=[CH:34][CH:35]=3)=[CH:26][CH:25]=2)=[C:18]([CH2:20][CH2:21][CH3:22])[N:19]=1, predict the reaction product. The product is: [CH3:13][C:14]1[N:15]([C:39]2[CH:40]=[CH:41][C:42]([O:45][C:46]3[CH:51]=[CH:50][CH:49]=[CH:48][CH:47]=3)=[CH:43][CH:44]=2)[C:16](=[O:38])[C:17]([CH2:23][C:24]2[CH:25]=[CH:26][C:27]([C:30]3[CH:35]=[CH:34][CH:33]=[CH:32][C:31]=3[C:36]3[NH:3][C:4](=[O:7])[O:5][N:37]=3)=[CH:28][CH:29]=2)=[C:18]([CH2:20][CH2:21][CH3:22])[N:19]=1. (2) Given the reactants F[P-](F)(F)(F)(F)F.N1(O[P+](N(C)C)(N(C)C)N(C)C)C2C=CC=CC=2N=N1.[Cl:28][C:29]1[CH:37]=[CH:36][CH:35]=[C:34]2[C:30]=1[C:31]([C:44]([OH:46])=O)=[CH:32][N:33]2[C:38]1[N:43]=[CH:42][CH:41]=[CH:40][N:39]=1.[N:47]1[CH:52]=[CH:51][CH:50]=[C:49]([C:53]2([CH2:59][NH2:60])[CH2:58][CH2:57][CH2:56][CH2:55][CH2:54]2)[CH:48]=1.CCN(C(C)C)C(C)C.C([O-])(O)=O.[Na+], predict the reaction product. The product is: [Cl:28][C:29]1[CH:37]=[CH:36][CH:35]=[C:34]2[C:30]=1[C:31]([C:44]([NH:60][CH2:59][C:53]1([C:49]3[CH:48]=[N:47][CH:52]=[CH:51][CH:50]=3)[CH2:54][CH2:55][CH2:56][CH2:57][CH2:58]1)=[O:46])=[CH:32][N:33]2[C:38]1[N:39]=[CH:40][CH:41]=[CH:42][N:43]=1. (3) The product is: [O:1]=[C:2]1[N:8]2[CH2:9][C@@H:4]([CH2:5][CH2:6][C@H:7]2[C:10]([NH:12][CH:13]2[CH2:18][CH2:17][NH:16][CH2:15][CH2:14]2)=[O:11])[N:3]1[O:19][S:20]([OH:23])(=[O:22])=[O:21]. Given the reactants [O:1]=[C:2]1[N:8]2[CH2:9][C@@H:4]([CH2:5][CH2:6][C@H:7]2[C:10]([NH:12][CH:13]2[CH2:18][CH2:17][NH:16][CH2:15][CH2:14]2)=[O:11])[N:3]1[O:19][S:20]([O-:23])(=[O:22])=[O:21].C([N+](CCCC)(CCCC)CCCC)CCC.FC(F)(F)C(O)=O, predict the reaction product. (4) Given the reactants C(OO)(=[O:3])C.[CH3:6][CH:7]([CH2:19][C:20]([CH3:23])([CH3:22])[CH3:21])[CH2:8][CH2:9][O:10][C:11]([CH:13]1[CH2:18][CH2:17][CH:16]=[CH:15][CH2:14]1)=[O:12].O, predict the reaction product. The product is: [CH3:6][CH:7]([CH2:19][C:20]([CH3:22])([CH3:21])[CH3:23])[CH2:8][CH2:9][O:10][C:11]([CH:13]1[CH2:18][CH2:17][CH:16]2[O:3][CH:15]2[CH2:14]1)=[O:12]. (5) The product is: [C:1]([O:5][C:6]([N:8]1[CH2:13][CH2:12][C:11]([CH:15]([C:16]2[CH:21]=[CH:20][C:19]([F:22])=[CH:18][CH:17]=2)[C:23]([N:45]2[CH2:44][CH2:43][N:42]([CH2:41][CH2:40][CH2:39][CH2:38][C:28]3[C:37]4[C:32](=[CH:33][CH:34]=[CH:35][CH:36]=4)[CH:31]=[CH:30][CH:29]=3)[CH2:47][CH2:46]2)=[O:25])([OH:14])[CH2:10][CH2:9]1)=[O:7])([CH3:2])([CH3:4])[CH3:3]. Given the reactants [C:1]([O:5][C:6]([N:8]1[CH2:13][CH2:12][C:11]([CH:15]([C:23]([OH:25])=O)[C:16]2[CH:21]=[CH:20][C:19]([F:22])=[CH:18][CH:17]=2)([OH:14])[CH2:10][CH2:9]1)=[O:7])([CH3:4])([CH3:3])[CH3:2].Cl.Cl.[C:28]1([CH2:38][CH2:39][CH2:40][CH2:41][N:42]2[CH2:47][CH2:46][NH:45][CH2:44][CH2:43]2)[C:37]2[C:32](=[CH:33][CH:34]=[CH:35][CH:36]=2)[CH:31]=[CH:30][CH:29]=1.Cl.CNC(NC)CCN=C=NCC.O.ON1C2C=CC=CC=2N=N1, predict the reaction product. (6) Given the reactants [OH-].[Na+].[NH2:3][C:4]1[NH:8][N:7]=[C:6]([O:9][CH2:10][CH2:11][OH:12])[C:5]=1C(OCC)=O, predict the reaction product. The product is: [NH2:3][C:4]1[NH:8][N:7]=[C:6]([O:9][CH2:10][CH2:11][OH:12])[CH:5]=1. (7) Given the reactants F[C:2]1[CH:3]=[C:4]([C:10]2[N:11]=[C:12]3[CH:17]=[C:16]([NH:18][CH3:19])[CH:15]=[CH:14][N:13]3[CH:20]=2)C=C[C:7]=1[O:8]C.CNC1C=CN=C(N)C=1.BrCC(C1OC=CC=1)=O, predict the reaction product. The product is: [O:8]1[CH:7]=[CH:2][CH:3]=[C:4]1[C:10]1[N:11]=[C:12]2[CH:17]=[C:16]([NH:18][CH3:19])[CH:15]=[CH:14][N:13]2[CH:20]=1. (8) Given the reactants [NH2:1][C:2]1[N:3]=[CH:4][C:5]([CH:21]2[CH2:26][CH2:25][N:24]([C:27](=[O:30])[CH2:28][CH3:29])[CH2:23][CH2:22]2)=[N:6][C:7]=1[C:8]1[O:9][C:10]([C:13]2[CH:18]=[CH:17][C:16]([CH2:19]Br)=[CH:15][CH:14]=2)=[N:11][N:12]=1.C([O-])([O-])=O.[Na+].[Na+].[CH3:37][NH2:38], predict the reaction product. The product is: [NH2:1][C:2]1[N:3]=[CH:4][C:5]([CH:21]2[CH2:26][CH2:25][N:24]([C:27](=[O:30])[CH2:28][CH3:29])[CH2:23][CH2:22]2)=[N:6][C:7]=1[C:8]1[O:9][C:10]([C:13]2[CH:18]=[CH:17][C:16]([CH2:19][NH:38][CH3:37])=[CH:15][CH:14]=2)=[N:11][N:12]=1. (9) Given the reactants Br[C:2]1[CH:11]=[CH:10][C:9]2[C:4](=[C:5]([F:13])[C:6]([F:12])=[CH:7][CH:8]=2)[C:3]=1[CH:14]=[O:15].[CH2:16]([Sn](CC)(CC)CC)[CH3:17].O, predict the reaction product. The product is: [CH2:16]([C:2]1[CH:11]=[CH:10][C:9]2[C:4](=[C:5]([F:13])[C:6]([F:12])=[CH:7][CH:8]=2)[C:3]=1[CH:14]=[O:15])[CH3:17]. (10) The product is: [CH3:1][O:2][C:3]([C:5]1[CH:10]=[CH:9][CH:8]=[CH:7][C:6]=1[NH:11][C:12]1[N:16]([C:17]2[CH:22]=[CH:21][CH:20]=[CH:19][CH:18]=2)[N:15]=[C:14]([CH3:23])[C:13]=1[Br:24])=[O:4]. Given the reactants [CH3:1][O:2][C:3]([C:5]1[CH:10]=[CH:9][CH:8]=[CH:7][C:6]=1[NH:11][C:12]1[N:16]([C:17]2[CH:22]=[CH:21][CH:20]=[CH:19][CH:18]=2)[N:15]=[C:14]([CH3:23])[CH:13]=1)=[O:4].[Br:24]N1C(C)(C)C(=O)N(Br)C1=O, predict the reaction product.